Task: Predict the product of the given reaction.. Dataset: Forward reaction prediction with 1.9M reactions from USPTO patents (1976-2016) (1) Given the reactants [CH3:1][C:2]1[O:3][C:4]2[C:5](=[C:7]([C:11](OC)=[O:12])[CH:8]=[CH:9][CH:10]=2)[CH:6]=1.CC(C[AlH]CC(C)C)C.[OH-].[Na+], predict the reaction product. The product is: [CH3:1][C:2]1[O:3][C:4]2[CH:10]=[CH:9][CH:8]=[C:7]([CH2:11][OH:12])[C:5]=2[CH:6]=1. (2) Given the reactants Cl[C:2]1[N:7]=[C:6]([CH2:8][CH2:9][C:10]2[CH:15]=[CH:14][CH:13]=[CH:12][C:11]=2[C:16]2([C:19]([NH2:21])=[O:20])[CH2:18][CH2:17]2)[C:5]([Cl:22])=[CH:4][N:3]=1.[NH2:23][C:24]1[CH:25]=[N:26][N:27]([CH3:29])[CH:28]=1.C1(C)C=CC(S(O)(=O)=O)=CC=1, predict the reaction product. The product is: [Cl:22][C:5]1[C:6]([CH2:8][CH2:9][C:10]2[CH:15]=[CH:14][CH:13]=[CH:12][C:11]=2[C:16]2([C:19]([NH2:21])=[O:20])[CH2:18][CH2:17]2)=[N:7][C:2]([NH:23][C:24]2[CH:25]=[N:26][N:27]([CH3:29])[CH:28]=2)=[N:3][CH:4]=1. (3) The product is: [CH3:20][N:21]([CH3:22])[C:16]([CH:11]1[CH2:10][CH:9]2[N:8]([C:6]([O:5][C:1]([CH3:4])([CH3:3])[CH3:2])=[O:7])[CH:13]([CH2:14][CH2:15]2)[CH2:12]1)=[O:18]. Given the reactants [C:1]([O:5][C:6]([N:8]1[CH:13]2[CH2:14][CH2:15][CH:9]1[CH2:10][CH:11]([C:16]([OH:18])=O)[CH2:12]2)=[O:7])([CH3:4])([CH3:3])[CH3:2].Cl.[CH3:20][NH:21][CH3:22].CN(C(ON1N=NC2C=CC=NC1=2)=[N+](C)C)C.F[P-](F)(F)(F)(F)F.CCN(C(C)C)C(C)C, predict the reaction product.